Dataset: Catalyst prediction with 721,799 reactions and 888 catalyst types from USPTO. Task: Predict which catalyst facilitates the given reaction. (1) Reactant: [CH3:1][O:2][C:3]1[CH:4]=[C:5]2[C:10](=[CH:11][C:12]=1[O:13][CH3:14])[N:9]=[CH:8][N:7]=[C:6]2[O:15][C:16]1[CH:22]=[CH:21][C:19]([NH2:20])=[CH:18][CH:17]=1.C(N(CC)CC)C.[C:30](Cl)(Cl)=[S:31].[N:34]1([C:39]([CH2:41][CH2:42][CH2:43][NH2:44])=[O:40])[CH:38]=[CH:37][N:36]=[CH:35]1. Product: [CH3:1][O:2][C:3]1[CH:4]=[C:5]2[C:10](=[CH:11][C:12]=1[O:13][CH3:14])[N:9]=[CH:8][N:7]=[C:6]2[O:15][C:16]1[CH:22]=[CH:21][C:19]([NH:20][C:30]([NH:44][CH2:43][CH2:42][CH2:41][C:39]([N:34]2[CH:38]=[CH:37][N:36]=[CH:35]2)=[O:40])=[S:31])=[CH:18][CH:17]=1. The catalyst class is: 42. (2) Reactant: [CH2:1]([O:3][C:4]([C:6]1[C:11](=[O:12])[NH:10][C:9]2[N:13]([CH:16]([CH3:18])[CH3:17])[N:14]=[CH:15][C:8]=2[C:7]=1[N:19]1[CH2:24][CH2:23][O:22][CH2:21][CH2:20]1)=[O:5])[CH3:2].C(C1C=C(C)C=C(C(C)(C)C)N=1)(C)(C)C.[O:40](S(C(F)(F)F)(=O)=O)[S:41]([C:44]([F:47])([F:46])[F:45])(=O)=[O:42].C([O-])(O)=O.[Na+]. Product: [CH2:1]([O:3][C:4]([C:6]1[C:7]([N:19]2[CH2:24][CH2:23][O:22][CH2:21][CH2:20]2)=[C:8]2[CH:15]=[N:14][N:13]([CH:16]([CH3:18])[CH3:17])[C:9]2=[N:10][C:11]=1[O:12][S:41]([C:44]([F:47])([F:46])[F:45])(=[O:42])=[O:40])=[O:5])[CH3:2]. The catalyst class is: 2. (3) Reactant: [Br:1][C:2]1[CH:7]=[C:6]([CH2:8][CH3:9])[N:5]=[C:4]([S:10][CH2:11][CH3:12])[C:3]=1N.[H+].[B-](F)(F)(F)F.N(OCCC(C)C)=O.O[PH2]=O. Product: [Br:1][C:2]1[CH:7]=[C:6]([CH2:8][CH3:9])[N:5]=[C:4]([S:10][CH2:11][CH3:12])[CH:3]=1. The catalyst class is: 14. (4) Reactant: [CH3:1][N:2]1[C:6]2[NH:7][C:8](=[O:15])[C:9]3[CH2:10][CH2:11][CH2:12][CH2:13][C:14]=3[C:5]=2[C:4]([C@H:16]2[CH2:20][CH2:19][CH2:18][NH:17]2)=[N:3]1.[CH:21](=O)[CH2:22][CH3:23].C([BH3-])#N.[Na+]. Product: [CH3:1][N:2]1[C:6]2[NH:7][C:8](=[O:15])[C:9]3[CH2:10][CH2:11][CH2:12][CH2:13][C:14]=3[C:5]=2[C:4]([C@H:16]2[CH2:20][CH2:19][CH2:18][N:17]2[CH2:21][CH2:22][CH3:23])=[N:3]1. The catalyst class is: 5.